This data is from NCI-60 drug combinations with 297,098 pairs across 59 cell lines. The task is: Regression. Given two drug SMILES strings and cell line genomic features, predict the synergy score measuring deviation from expected non-interaction effect. (1) Drug 1: CCC1=CC2CC(C3=C(CN(C2)C1)C4=CC=CC=C4N3)(C5=C(C=C6C(=C5)C78CCN9C7C(C=CC9)(C(C(C8N6C)(C(=O)OC)O)OC(=O)C)CC)OC)C(=O)OC.C(C(C(=O)O)O)(C(=O)O)O. Drug 2: CC1CCC2CC(C(=CC=CC=CC(CC(C(=O)C(C(C(=CC(C(=O)CC(OC(=O)C3CCCCN3C(=O)C(=O)C1(O2)O)C(C)CC4CCC(C(C4)OC)O)C)C)O)OC)C)C)C)OC. Cell line: PC-3. Synergy scores: CSS=46.0, Synergy_ZIP=0.820, Synergy_Bliss=0.949, Synergy_Loewe=3.74, Synergy_HSA=6.25. (2) Drug 1: CNC(=O)C1=CC=CC=C1SC2=CC3=C(C=C2)C(=NN3)C=CC4=CC=CC=N4. Drug 2: CS(=O)(=O)CCNCC1=CC=C(O1)C2=CC3=C(C=C2)N=CN=C3NC4=CC(=C(C=C4)OCC5=CC(=CC=C5)F)Cl. Cell line: MOLT-4. Synergy scores: CSS=-0.701, Synergy_ZIP=-0.643, Synergy_Bliss=-0.888, Synergy_Loewe=-20.8, Synergy_HSA=-3.24. (3) Cell line: A549. Synergy scores: CSS=38.4, Synergy_ZIP=-0.193, Synergy_Bliss=0.846, Synergy_Loewe=-5.23, Synergy_HSA=4.42. Drug 1: C1=CC(=CC=C1CCCC(=O)O)N(CCCl)CCCl. Drug 2: CCC1=C2CN3C(=CC4=C(C3=O)COC(=O)C4(CC)O)C2=NC5=C1C=C(C=C5)O. (4) Drug 1: CC1=CC2C(CCC3(C2CCC3(C(=O)C)OC(=O)C)C)C4(C1=CC(=O)CC4)C. Drug 2: COC1=C2C(=CC3=C1OC=C3)C=CC(=O)O2. Cell line: UACC-257. Synergy scores: CSS=0.321, Synergy_ZIP=1.99, Synergy_Bliss=3.56, Synergy_Loewe=1.39, Synergy_HSA=0.856. (5) Drug 1: CN(C)N=NC1=C(NC=N1)C(=O)N. Drug 2: CN(C(=O)NC(C=O)C(C(C(CO)O)O)O)N=O. Cell line: SNB-75. Synergy scores: CSS=-3.60, Synergy_ZIP=-0.123, Synergy_Bliss=-4.33, Synergy_Loewe=-6.24, Synergy_HSA=-6.07. (6) Drug 1: CC(C)(C#N)C1=CC(=CC(=C1)CN2C=NC=N2)C(C)(C)C#N. Drug 2: C1=NC2=C(N1)C(=S)N=CN2. Cell line: DU-145. Synergy scores: CSS=23.2, Synergy_ZIP=7.65, Synergy_Bliss=8.32, Synergy_Loewe=3.23, Synergy_HSA=5.00. (7) Drug 1: C1=NC2=C(N1)C(=S)N=C(N2)N. Drug 2: CS(=O)(=O)OCCCCOS(=O)(=O)C. Cell line: SK-MEL-28. Synergy scores: CSS=0.681, Synergy_ZIP=-2.25, Synergy_Bliss=2.85, Synergy_Loewe=-6.01, Synergy_HSA=-2.25. (8) Drug 1: CC1OCC2C(O1)C(C(C(O2)OC3C4COC(=O)C4C(C5=CC6=C(C=C35)OCO6)C7=CC(=C(C(=C7)OC)O)OC)O)O. Drug 2: CC1C(C(CC(O1)OC2CC(OC(C2O)C)OC3=CC4=CC5=C(C(=O)C(C(C5)C(C(=O)C(C(C)O)O)OC)OC6CC(C(C(O6)C)O)OC7CC(C(C(O7)C)O)OC8CC(C(C(O8)C)O)(C)O)C(=C4C(=C3C)O)O)O)O. Cell line: M14. Synergy scores: CSS=13.5, Synergy_ZIP=-4.43, Synergy_Bliss=1.66, Synergy_Loewe=0.252, Synergy_HSA=-0.0333. (9) Drug 1: C1CC(=O)NC(=O)C1N2C(=O)C3=CC=CC=C3C2=O. Drug 2: C1CCC(C(C1)N)N.C(=O)(C(=O)[O-])[O-].[Pt+4]. Cell line: OVCAR-4. Synergy scores: CSS=-2.67, Synergy_ZIP=-2.33, Synergy_Bliss=-7.39, Synergy_Loewe=-9.42, Synergy_HSA=-12.0. (10) Drug 1: C1CCC(C1)C(CC#N)N2C=C(C=N2)C3=C4C=CNC4=NC=N3. Drug 2: COC1=CC(=CC(=C1O)OC)C2C3C(COC3=O)C(C4=CC5=C(C=C24)OCO5)OC6C(C(C7C(O6)COC(O7)C8=CC=CS8)O)O. Cell line: NCI-H522. Synergy scores: CSS=35.1, Synergy_ZIP=1.30, Synergy_Bliss=2.78, Synergy_Loewe=-10.1, Synergy_HSA=5.10.